From a dataset of Reaction yield outcomes from USPTO patents with 853,638 reactions. Predict the reaction yield, written as a fraction of the theoretical maximum amount of product (1.0 means a 100% yield; for example, 0.34 means a 34% yield). (1) The reactants are [N+:1]([C:4]1[S:8][C:7]([C:9]2[O:10][C:11]3[CH:12]=[N:13][CH:14]=[CH:15][C:16]=3[N:17]=2)=[CH:6][CH:5]=1)([O-])=O.[NH4+].[Cl-].O. The catalyst is [Fe].CO. The product is [N:17]1[C:16]2[CH:15]=[CH:14][N:13]=[CH:12][C:11]=2[O:10][C:9]=1[C:7]1[S:8][C:4]([NH2:1])=[CH:5][CH:6]=1. The yield is 0.350. (2) The reactants are [Cl:1][C:2]1[N:3]=[C:4]([CH:9]=O)[N:5]([CH3:8])[C:6]=1[Cl:7].[NH2:11][C:12]1[CH:17]=[CH:16][CH:15]=[CH:14][C:13]=1/[CH:18]=[CH:19]/[C:20]([O:22][CH3:23])=[O:21]. The catalyst is C(O)(=O)C. The product is [Cl:1][C:2]1[N:3]=[C:4]([CH2:9][NH:11][C:12]2[CH:17]=[CH:16][CH:15]=[CH:14][C:13]=2/[CH:18]=[CH:19]/[C:20]([O:22][CH3:23])=[O:21])[N:5]([CH3:8])[C:6]=1[Cl:7]. The yield is 0.620. (3) The reactants are Br[Zn][CH2:3][C:4]([O:6][CH2:7][CH3:8])=[O:5].[F:9][C:10]1[CH:17]=[CH:16][C:13]([C:14]#N)=[CH:12][CH:11]=1.Cl.C(OCC)(=[O:21])C. The catalyst is C1COCC1. The product is [F:9][C:10]1[CH:17]=[CH:16][C:13]([C:14](=[O:21])[CH2:3][C:4]([O:6][CH2:7][CH3:8])=[O:5])=[CH:12][CH:11]=1. The yield is 0.930.